From a dataset of Full USPTO retrosynthesis dataset with 1.9M reactions from patents (1976-2016). Predict the reactants needed to synthesize the given product. (1) Given the product [Cl:19][C:16]([F:18])([F:17])[O:15][C:12]1[CH:13]=[CH:14][C:9]([NH:8][C:6](=[O:7])[C:5]2[CH:20]=[C:21]([C:22]3[CH:23]=[N:24][CH:25]=[N:26][CH:27]=3)[C:2]([N:32]3[CH2:33][CH2:34][C:30]([F:35])([F:29])[CH2:31]3)=[N:3][CH:4]=2)=[CH:10][CH:11]=1, predict the reactants needed to synthesize it. The reactants are: Cl[C:2]1[C:21]([C:22]2[CH:23]=[N:24][CH:25]=[N:26][CH:27]=2)=[CH:20][C:5]([C:6]([NH:8][C:9]2[CH:14]=[CH:13][C:12]([O:15][C:16]([Cl:19])([F:18])[F:17])=[CH:11][CH:10]=2)=[O:7])=[CH:4][N:3]=1.Cl.[F:29][C:30]1([F:35])[CH2:34][CH2:33][NH:32][CH2:31]1. (2) Given the product [CH3:4][C:3]1([CH3:5])[O:6][CH2:7][CH:19]([CH2:9][OH:8])[CH2:1][O:2]1, predict the reactants needed to synthesize it. The reactants are: [CH3:1][O:2][C:3]([O:6][CH3:7])([CH3:5])[CH3:4].[OH2:8].[C:9]1([CH3:19])C=CC(S(O)(=O)=O)=CC=1. (3) Given the product [F:1][C:2]1[CH:3]=[CH:4][C:5]([C:8]2[O:9][C:10]3[CH:20]=[C:19]([O:21][CH2:22][C:23]([F:25])([F:26])[F:24])[C:18]([C:27]4[CH:28]=[C:29]([CH:37]=[CH:38][CH:39]=4)[C:30]([OH:32])=[O:31])=[CH:17][C:11]=3[C:12]=2[C:13](=[O:16])[NH:14][CH3:15])=[CH:6][CH:7]=1, predict the reactants needed to synthesize it. The reactants are: [F:1][C:2]1[CH:7]=[CH:6][C:5]([C:8]2[O:9][C:10]3[CH:20]=[C:19]([O:21][CH2:22][C:23]([F:26])([F:25])[F:24])[C:18]([C:27]4[CH:28]=[C:29]([CH:37]=[CH:38][CH:39]=4)[C:30]([O:32]C(C)(C)C)=[O:31])=[CH:17][C:11]=3[C:12]=2[C:13](=[O:16])[NH:14][CH3:15])=[CH:4][CH:3]=1.C(O)(C(F)(F)F)=O. (4) Given the product [OH:1][C:2]1[CH:10]=[CH:9][C:5]([C:6]([O:8][CH3:12])=[O:7])=[CH:4][C:3]=1[CH3:11], predict the reactants needed to synthesize it. The reactants are: [OH:1][C:2]1[CH:10]=[CH:9][C:5]([C:6]([OH:8])=[O:7])=[CH:4][C:3]=1[CH3:11].[CH3:12]N(C=O)C.S(Cl)(Cl)=O. (5) Given the product [F:27][C:28]1([F:34])[CH2:33][CH2:32][N:31]([C:2]2[N:7]=[CH:6][N:5]=[C:4]([NH:8][C:9]3[CH:10]=[C:11]([CH2:15][S:16]([NH2:19])(=[O:18])=[O:17])[CH:12]=[CH:13][CH:14]=3)[N:3]=2)[CH2:30][CH2:29]1, predict the reactants needed to synthesize it. The reactants are: Cl[C:2]1[N:7]=[CH:6][N:5]=[C:4]([NH:8][C:9]2[CH:10]=[C:11]([CH2:15][S:16]([NH2:19])(=[O:18])=[O:17])[CH:12]=[CH:13][CH:14]=2)[N:3]=1.C([O-])([O-])=O.[K+].[K+].Cl.[F:27][C:28]1([F:34])[CH2:33][CH2:32][NH:31][CH2:30][CH2:29]1. (6) Given the product [Br:49][C:50]1[C:56]([CH3:57])=[CH:55][CH:54]=[CH:53][C:51]=1[NH:52][C:3]1[CH:8]=[CH:7][CH:6]=[CH:5][CH:4]=1, predict the reactants needed to synthesize it. The reactants are: CC1(C)[C:4]2[CH:5]=[CH:6][CH:7]=[C:8](P([C:3]3[CH:8]=[CH:7][CH:6]=[CH:5][CH:4]=3)[C:3]3[CH:8]=[CH:7][CH:6]=[CH:5][CH:4]=3)[C:3]=2O[C:8]2[C:3]1=[CH:4][CH:5]=[CH:6][C:7]=2P([C:3]1[CH:8]=[CH:7][CH:6]=[CH:5][CH:4]=1)[C:3]1[CH:8]=[CH:7][CH:6]=[CH:5][CH:4]=1.C(=O)([O-])[O-].[Cs+].[Cs+].[Br:49][C:50]1[C:56]([CH3:57])=[CH:55][CH:54]=[CH:53][C:51]=1[NH2:52].IC1C=CC=CC=1.